This data is from Full USPTO retrosynthesis dataset with 1.9M reactions from patents (1976-2016). The task is: Predict the reactants needed to synthesize the given product. (1) Given the product [C:6]([OH:13])(=[O:12])/[CH:7]=[CH:8]/[C:9]([OH:11])=[O:10].[C:14]([O:18][CH2:19][CH2:20][OH:21])(=[O:17])[CH:15]=[CH2:16], predict the reactants needed to synthesize it. The reactants are: O1CCCC1.[C:6]([OH:13])(=[O:12])/[CH:7]=[CH:8]/[C:9]([OH:11])=[O:10].[C:14]([O:18][CH2:19][CH2:20][OH:21])(=[O:17])[CH:15]=[CH2:16]. (2) The reactants are: [C:1]([C:3]1[CH:4]=[C:5]([CH:27]([CH3:35])[C:28]([O:30]C(C)(C)C)=[O:29])[CH:6]=[CH:7][C:8]=1[O:9][C:10]1[CH:15]=[CH:14][C:13]([NH:16][C:17](=[O:26])[C:18]2[CH:23]=[CH:22][C:21]([Cl:24])=[C:20]([Cl:25])[CH:19]=2)=[CH:12][CH:11]=1)#[N:2].C(O)(C(F)(F)F)=O. Given the product [C:1]([C:3]1[CH:4]=[C:5]([CH:27]([CH3:35])[C:28]([OH:30])=[O:29])[CH:6]=[CH:7][C:8]=1[O:9][C:10]1[CH:11]=[CH:12][C:13]([NH:16][C:17](=[O:26])[C:18]2[CH:23]=[CH:22][C:21]([Cl:24])=[C:20]([Cl:25])[CH:19]=2)=[CH:14][CH:15]=1)#[N:2], predict the reactants needed to synthesize it. (3) The reactants are: FC(F)(F)S(O[C:7]1[CH:16]=[CH:15][C:14]2[C:9](=[CH:10][CH:11]=[C:12]([C:17]3[CH:22]=[CH:21][C:20]([O:23][CH3:24])=[C:19]([C:25]45[CH2:34][CH:29]6[CH2:30][CH:31]([CH2:33][CH:27]([CH2:28]6)[CH2:26]4)[CH2:32]5)[CH:18]=3)[CH:13]=2)[CH:8]=1)(=O)=O.O.[CH3:38][N:39](C=O)C. Given the product [C:25]12([C:19]3[CH:18]=[C:17]([C:12]4[CH:13]=[C:14]5[C:9](=[CH:10][CH:11]=4)[CH:8]=[C:7]([C:38]#[N:39])[CH:16]=[CH:15]5)[CH:22]=[CH:21][C:20]=3[O:23][CH3:24])[CH2:32][CH:31]3[CH2:30][CH:29]([CH2:28][CH:27]([CH2:33]3)[CH2:26]1)[CH2:34]2, predict the reactants needed to synthesize it. (4) The reactants are: [NH2:1][C:2]1[CH:7]=[CH:6][C:5]([CH2:8][C:9]([O:11][C:12]([CH3:15])([CH3:14])[CH3:13])=[O:10])=[CH:4][C:3]=1[O:16][CH3:17].[C:18]1([CH3:27])[C:19]([N:24]=[C:25]=[O:26])=[CH:20][CH:21]=[CH:22][CH:23]=1. Given the product [CH3:17][O:16][C:3]1[CH:4]=[C:5]([CH2:8][C:9]([O:11][C:12]([CH3:14])([CH3:13])[CH3:15])=[O:10])[CH:6]=[CH:7][C:2]=1[NH:1][C:25]([NH:24][C:19]1[CH:20]=[CH:21][CH:22]=[CH:23][C:18]=1[CH3:27])=[O:26], predict the reactants needed to synthesize it. (5) Given the product [CH3:1][C:2]1[N:3]([CH2:30][C:27]2[S:26][C:25]([C:21]3[CH:22]=[CH:23][CH:24]=[C:19]([C:18]([F:33])([F:17])[F:32])[CH:20]=3)=[N:29][CH:28]=2)[C:4]2[C:9]([CH:10]=1)=[C:8]([C:11]([F:12])([F:14])[F:13])[C:7]([C:15]#[N:16])=[CH:6][CH:5]=2, predict the reactants needed to synthesize it. The reactants are: [CH3:1][C:2]1[NH:3][C:4]2[C:9]([CH:10]=1)=[C:8]([C:11]([F:14])([F:13])[F:12])[C:7]([C:15]#[N:16])=[CH:6][CH:5]=2.[F:17][C:18]([F:33])([F:32])[C:19]1[CH:20]=[C:21]([C:25]2[S:26][C:27]([CH2:30]Cl)=[CH:28][N:29]=2)[CH:22]=[CH:23][CH:24]=1. (6) Given the product [F:15][C:2]([F:1])([F:14])[CH:3]1[CH2:7][C:6]2[CH:8]=[C:9]([CH2:12][OH:13])[CH:10]=[CH:11][C:5]=2[O:4]1, predict the reactants needed to synthesize it. The reactants are: [F:1][C:2]([F:15])([F:14])[C:3]1[O:4][C:5]2[CH:11]=[CH:10][C:9]([CH2:12][OH:13])=[CH:8][C:6]=2[CH:7]=1.